Dataset: Catalyst prediction with 721,799 reactions and 888 catalyst types from USPTO. Task: Predict which catalyst facilitates the given reaction. (1) Reactant: C[O:2][CH2:3][C@H:4]([CH3:34])[O:5][C:6]1[CH:7]=[C:8]([CH:20]=[C:21]([C:23]2[NH:24][C:25]([C:28]3[O:29][C:30]([CH3:33])=[N:31][N:32]=3)=[CH:26][CH:27]=2)[CH:22]=1)[O:9][C:10]1[CH:11]=[CH:12][C:13]([S:16]([CH3:19])(=[O:18])=[O:17])=[N:14][CH:15]=1.B(Br)(Br)Br.[Cl-].[NH4+]. Product: [CH3:33][C:30]1[O:29][C:28]([C:25]2[NH:24][C:23]([C:21]3[CH:22]=[C:6]([CH:7]=[C:8]([O:9][C:10]4[CH:15]=[N:14][C:13]([S:16]([CH3:19])(=[O:17])=[O:18])=[CH:12][CH:11]=4)[CH:20]=3)[O:5][C@@H:4]([CH3:34])[CH2:3][OH:2])=[CH:27][CH:26]=2)=[N:32][N:31]=1. The catalyst class is: 2. (2) Reactant: C([O:8][N:9]1[C:18]2[C:13](=[CH:14][CH:15]=[CH:16][N:17]=2)[C:12]([NH:19][C:20](=[O:22])[CH3:21])=[CH:11][C:10]1=[O:23])C1C=CC=CC=1. Product: [OH:8][N:9]1[C:18]2[C:13](=[CH:14][CH:15]=[CH:16][N:17]=2)[C:12]([NH:19][C:20](=[O:22])[CH3:21])=[CH:11][C:10]1=[O:23]. The catalyst class is: 201. (3) Reactant: C([O:4][C:5]1[CH:10]=[C:9]([N+:11]([O-:13])=[O:12])[C:8]([NH:14][C:15](=[O:17])[CH3:16])=[C:7]([CH3:18])[CH:6]=1)(=O)C.S(=O)(=O)(O)O.[OH-].[Na+]. Product: [OH:4][C:5]1[CH:10]=[C:9]([N+:11]([O-:13])=[O:12])[C:8]([NH:14][C:15](=[O:17])[CH3:16])=[C:7]([CH3:18])[CH:6]=1. The catalyst class is: 14.